This data is from Reaction yield outcomes from USPTO patents with 853,638 reactions. The task is: Predict the reaction yield, written as a fraction of the theoretical maximum amount of product (1.0 means a 100% yield; for example, 0.34 means a 34% yield). (1) The reactants are OO.[Cl:3][C:4]1[N:5]=[N:6][C:7]([Cl:10])=[CH:8][CH:9]=1.C1(=O)OC(=[O:15])C=C1.C(O)(=O)/C=C/C.[OH-].[Na+]. The catalyst is ClCCl.CCCCCCC. The product is [Cl:3][C:4]1[N:5]=[N+:6]([O-:15])[C:7]([Cl:10])=[CH:8][CH:9]=1. The yield is 0.750. (2) The reactants are [CH3:1][O:2][CH2:3]/[CH:4]=[CH:5]/[C:6]1[C:7]([NH:13][CH:14]2[CH2:19][CH2:18][N:17]([CH3:20])[CH2:16][CH2:15]2)=[CH:8][C:9]([NH2:12])=[N:10][CH:11]=1.Br[C:22]1[C:27]([C:28]#[N:29])=[N:26][CH:25]=[CH:24][N:23]=1.C1C=CC(P(C2C(C3C(P(C4C=CC=CC=4)C4C=CC=CC=4)=CC=C4C=3C=CC=C4)=C3C(C=CC=C3)=CC=2)C2C=CC=CC=2)=CC=1.CC(C)([O-])C.[Na+]. The catalyst is O1CCOCC1. The product is [CH3:1][O:2][CH2:3]/[CH:4]=[CH:5]/[C:6]1[C:7]([NH:13][CH:14]2[CH2:15][CH2:16][N:17]([CH3:20])[CH2:18][CH2:19]2)=[CH:8][C:9]([NH:12][C:24]2[N:23]=[CH:22][C:27]([C:28]#[N:29])=[N:26][CH:25]=2)=[N:10][CH:11]=1. The yield is 0.0300. (3) The reactants are [N:1]1([C:10]2[S:11][C:12](/[CH:18]=[CH:19]/[C:20]([O:22][CH2:23][CH3:24])=[O:21])=[C:13]([CH:15]([CH3:17])[CH3:16])[N:14]=2)[C:5]2[CH:6]=[CH:7][CH:8]=[CH:9][C:4]=2[N:3]=[CH:2]1.O1CCCC1.[H][H]. The catalyst is [C].[Pd].C(O)C. The product is [N:1]1([C:10]2[S:11][C:12]([CH2:18][CH2:19][C:20]([O:22][CH2:23][CH3:24])=[O:21])=[C:13]([CH:15]([CH3:17])[CH3:16])[N:14]=2)[C:5]2[CH:6]=[CH:7][CH:8]=[CH:9][C:4]=2[N:3]=[CH:2]1. The yield is 0.990. (4) The yield is 0.855. No catalyst specified. The reactants are [Cl:1][C:2]1[CH:10]=[C:6]([C:7]([OH:9])=O)[C:5]([OH:11])=[CH:4][CH:3]=1.[F:12][C:13]([F:26])([F:25])[C:14]1[CH:15]=[C:16]([CH:18]=[C:19]([C:21]([F:24])([F:23])[F:22])[CH:20]=1)[NH2:17]. The product is [F:12][C:13]([F:25])([F:26])[C:14]1[CH:15]=[C:16]([NH:17][C:7](=[O:9])[C:6]2[CH:10]=[C:2]([Cl:1])[CH:3]=[CH:4][C:5]=2[OH:11])[CH:18]=[C:19]([C:21]([F:22])([F:24])[F:23])[CH:20]=1.